This data is from Forward reaction prediction with 1.9M reactions from USPTO patents (1976-2016). The task is: Predict the product of the given reaction. (1) Given the reactants CO/[CH:3]=[C:4]1/[C:5](=[O:20])[NH:6][C:7](=[O:19])[C:8]2[C:13]/1=[CH:12][C:11]([N:14]1[CH:18]=[CH:17][CH:16]=[CH:15]1)=[CH:10][CH:9]=2.CN(C)C=O.[NH2:26][CH2:27][CH2:28][CH2:29][C:30]([OH:32])=[O:31], predict the reaction product. The product is: [O:19]=[C:7]1[C:8]2[C:13](=[CH:12][C:11]([N:14]3[CH:15]=[CH:16][CH:17]=[CH:18]3)=[CH:10][CH:9]=2)/[C:4](=[CH:3]/[NH:26][CH2:27][CH2:28][CH2:29][C:30]([OH:32])=[O:31])/[C:5](=[O:20])[NH:6]1. (2) Given the reactants [CH:1]1([NH:4][C:5](=[O:38])[C:6]2[CH:11]=[CH:10][C:9]([C:12]3[N:16]4[N:17]=[C:18]([C:28](=[O:36])[C:29]5[CH:34]=[CH:33][CH:32]=[C:31]([F:35])[CH:30]=5)[CH:19]=[C:20]([NH:21][CH2:22][CH2:23][C:24]([F:27])([F:26])[F:25])[C:15]4=[N:14][CH:13]=3)=[CH:8][C:7]=2[CH3:37])[CH2:3][CH2:2]1.[BH4-].[Na+].O, predict the reaction product. The product is: [CH:1]1([NH:4][C:5](=[O:38])[C:6]2[CH:11]=[CH:10][C:9]([C:12]3[N:16]4[N:17]=[C:18]([CH:28]([C:29]5[CH:34]=[CH:33][CH:32]=[C:31]([F:35])[CH:30]=5)[OH:36])[CH:19]=[C:20]([NH:21][CH2:22][CH2:23][C:24]([F:26])([F:27])[F:25])[C:15]4=[N:14][CH:13]=3)=[CH:8][C:7]=2[CH3:37])[CH2:3][CH2:2]1.